Dataset: Full USPTO retrosynthesis dataset with 1.9M reactions from patents (1976-2016). Task: Predict the reactants needed to synthesize the given product. (1) Given the product [CH2:8]([C:5]1[CH:6]=[CH:7][C:2]([C:22]2[O:23][C:24]([CH:25]=[O:26])=[CH:19][CH:18]=2)=[CH:3][CH:4]=1)[CH:9]([CH3:11])[CH3:10], predict the reactants needed to synthesize it. The reactants are: Br[C:2]1[CH:7]=[CH:6][C:5]([CH2:8][CH:9]([CH3:11])[CH3:10])=[CH:4][CH:3]=1.C(=O)([O-])[O-].[Na+].[Na+].[CH2:18](O)[CH3:19].O.[CH3:22][O:23][CH2:24][CH2:25][O:26]C. (2) Given the product [CH3:1][N:2]1[CH2:3][CH2:4][CH:5]([C:8]2[CH:9]=[C:10]([NH2:18])[CH:11]=[C:12]([C:14]([F:15])([F:16])[F:17])[CH:13]=2)[CH2:6][CH2:7]1, predict the reactants needed to synthesize it. The reactants are: [CH3:1][N:2]1[CH2:7][CH:6]=[C:5]([C:8]2[CH:9]=[C:10]([NH2:18])[CH:11]=[C:12]([C:14]([F:17])([F:16])[F:15])[CH:13]=2)[CH2:4][CH2:3]1. (3) Given the product [N:1]1([CH:6]([CH3:10])[C:7]([NH:45][C:42]2[CH:41]=[CH:40][C:39]([C:38]([O:37][CH2:35][CH3:36])=[O:46])=[CH:44][CH:43]=2)=[O:9])[CH2:2][CH2:3][CH2:4][CH2:5]1, predict the reactants needed to synthesize it. The reactants are: [N:1]1([CH:6]([CH3:10])[C:7]([OH:9])=O)[CH2:5][CH2:4][CH2:3][CH2:2]1.CN(C(ON1N=NC2C=CC=NC1=2)=[N+](C)C)C.F[P-](F)(F)(F)(F)F.[CH2:35]([O:37][C:38](=[O:46])[C:39]1[CH:44]=[CH:43][C:42]([NH2:45])=[CH:41][CH:40]=1)[CH3:36].CCN(C(C)C)C(C)C. (4) Given the product [Cl:35][C:36]1[CH:37]=[N:38][CH:39]=[CH:40][C:41]=1[NH:42][C:2]1[N:12]=[C:11]([NH:13][C:14]2[CH:19]=[CH:18][C:17]([N:20]3[CH2:21][CH2:22][N:23]([C:26]([O:28][C:29]([CH3:30])([CH3:32])[CH3:31])=[O:27])[CH2:24][CH2:25]3)=[CH:16][C:15]=2[O:33][CH3:34])[C:5]2[C:6](=[O:10])[NH:7][N:8]=[CH:9][C:4]=2[CH:3]=1, predict the reactants needed to synthesize it. The reactants are: Cl[C:2]1[N:12]=[C:11]([NH:13][C:14]2[CH:19]=[CH:18][C:17]([N:20]3[CH2:25][CH2:24][N:23]([C:26]([O:28][C:29]([CH3:32])([CH3:31])[CH3:30])=[O:27])[CH2:22][CH2:21]3)=[CH:16][C:15]=2[O:33][CH3:34])[C:5]2[C:6](=[O:10])[NH:7][N:8]=[CH:9][C:4]=2[CH:3]=1.[Cl:35][C:36]1[CH:37]=[N:38][CH:39]=[CH:40][C:41]=1[NH2:42].CC(C)([O-])C.[K+].